From a dataset of Reaction yield outcomes from USPTO patents with 853,638 reactions. Predict the reaction yield, written as a fraction of the theoretical maximum amount of product (1.0 means a 100% yield; for example, 0.34 means a 34% yield). (1) The yield is 0.940. The catalyst is C(O)C. The product is [F:17][C:14]1[CH:13]=[CH:12][C:11]([C:7]2[C:6]([C:4]([OH:5])=[O:3])=[CH:10][O:9][N:8]=2)=[CH:16][CH:15]=1. The reactants are C([O:3][C:4]([C:6]1[C:7]([C:11]2[CH:16]=[CH:15][C:14]([F:17])=[CH:13][CH:12]=2)=[N:8][O:9][CH:10]=1)=[O:5])C.[OH-].[Na+].Cl. (2) The yield is 0.530. The catalyst is C1COCC1. The product is [CH:42]([NH:45][C:46](=[O:49])[CH2:47][N:33]1[CH2:34][CH2:35][CH:30]([C:28]2[CH:27]=[CH:26][C:23]3[C:24]4[N:18]([CH:17]=[C:16]([C:15]5[N:11]([CH:8]([CH3:10])[CH3:9])[N:12]=[CH:13][N:14]=5)[N:25]=4)[CH2:19][CH2:20][O:21][C:22]=3[CH:29]=2)[CH2:31][CH2:32]1)([CH3:44])[CH3:43]. The reactants are FC(F)(F)C(O)=O.[CH:8]([N:11]1[C:15]([C:16]2[N:25]=[C:24]3[N:18]([CH2:19][CH2:20][O:21][C:22]4[CH:29]=[C:28]([CH:30]5[CH2:35][CH2:34][NH:33][CH2:32][CH2:31]5)[CH:27]=[CH:26][C:23]=43)[CH:17]=2)=[N:14][CH:13]=[N:12]1)([CH3:10])[CH3:9].C(=O)([O-])[O-].[K+].[K+].[CH:42]([NH:45][C:46](=[O:49])[CH2:47]Cl)([CH3:44])[CH3:43]. (3) The reactants are [CH2:1]([O:3][C:4]([N:6]1[CH2:12][CH2:11][CH2:10][CH:9]([N:13]2[CH2:18][CH2:17][CH:16]([C:19]([OH:21])=O)[CH2:15][CH2:14]2)[CH2:8][CH2:7]1)=[O:5])[CH3:2].CN(C(ON1[N:38]=[N:37][C:32]2[CH:33]=[CH:34]C=NC1=2)=[N+](C)C)C.F[P-](F)(F)(F)(F)F.[C:46](=NO)(N)C(C)C.CCN(C(C)C)C(C)C.CC[N+](S(N=C(OC)[O-])(=O)=O)(CC)CC. The catalyst is CN(C=O)C. The product is [CH:33]([C:32]1[O:21][C:19]([CH:16]2[CH2:15][CH2:14][N:13]([CH:9]3[CH2:10][CH2:11][CH2:12][N:6]([C:4]([O:3][CH2:1][CH3:2])=[O:5])[CH2:7][CH2:8]3)[CH2:18][CH2:17]2)=[N:38][N:37]=1)([CH3:46])[CH3:34]. The yield is 0.0400. (4) The reactants are [CH:1]([C:4]1[CH:28]=[CH:27][C:7]([CH2:8][C:9]2[C:10]([CH3:26])=[C:11]([NH:18][C:19](=[O:25])[CH2:20][C:21]([CH3:24])([CH3:23])[CH3:22])[C:12]([CH3:17])=[CH:13][C:14]=2[O:15]C)=[CH:6][CH:5]=1)([CH3:3])[CH3:2].B(Br)(Br)Br.C(=O)([O-])O.[Na+]. The catalyst is ClCCl. The product is [CH:1]([C:4]1[CH:28]=[CH:27][C:7]([CH2:8][C:9]2[C:10]([CH3:26])=[C:11]([NH:18][C:19](=[O:25])[CH2:20][C:21]([CH3:22])([CH3:24])[CH3:23])[C:12]([CH3:17])=[CH:13][C:14]=2[OH:15])=[CH:6][CH:5]=1)([CH3:3])[CH3:2]. The yield is 0.970. (5) The reactants are [CH2:1]([O:5][C:6]1[CH:10]=[C:9]([C:11]([O:13][CH3:14])=[O:12])[NH:8][N:7]=1)[CH2:2][CH2:3][CH3:4].C(=O)([O-])[O-].[K+].[K+].[Cl:21][C:22]1[CH:29]=[C:28]([Cl:30])[CH:27]=[CH:26][C:23]=1[CH2:24]Cl. The catalyst is CN(C)C=O. The product is [CH2:1]([O:5][C:6]1[CH:10]=[C:9]([C:11]([O:13][CH3:14])=[O:12])[N:8]([CH2:24][C:23]2[CH:26]=[CH:27][C:28]([Cl:30])=[CH:29][C:22]=2[Cl:21])[N:7]=1)[CH2:2][CH2:3][CH3:4]. The yield is 0.720. (6) The yield is 0.780. The product is [CH:19]1([NH:25][C:2]2[C:11]3[C:6](=[CH:7][CH:8]=[C:9]([C:12]4[CH:17]=[CH:16][C:15]([F:18])=[CH:14][CH:13]=4)[CH:10]=3)[N:5]=[CH:4][N:3]=2)[CH2:24][CH2:23][CH2:22][CH2:21][CH2:20]1. No catalyst specified. The reactants are Cl[C:2]1[C:11]2[C:6](=[CH:7][CH:8]=[C:9]([C:12]3[CH:17]=[CH:16][C:15]([F:18])=[CH:14][CH:13]=3)[CH:10]=2)[N:5]=[CH:4][N:3]=1.[CH:19]1([NH2:25])[CH2:24][CH2:23][CH2:22][CH2:21][CH2:20]1. (7) The reactants are [C:1]([O:5][C:6]([N:8]1[CH2:13][CH2:12][CH:11]([O:14][C:15]2[CH:20]=[CH:19][C:18]([N+:21]([O-:23])=[O:22])=[CH:17][C:16]=2[C:24](O)=[O:25])[CH2:10][CH2:9]1)=[O:7])([CH3:4])([CH3:3])[CH3:2].ClC(OCC(C)C)=O.[CH2:35]([N:37](CC)[CH2:38]C)C.CNC. The catalyst is ClCCl. The product is [C:1]([O:5][C:6]([N:8]1[CH2:13][CH2:12][CH:11]([O:14][C:15]2[CH:20]=[CH:19][C:18]([N+:21]([O-:23])=[O:22])=[CH:17][C:16]=2[C:24](=[O:25])[N:37]([CH3:38])[CH3:35])[CH2:10][CH2:9]1)=[O:7])([CH3:3])([CH3:2])[CH3:4]. The yield is 0.830.